This data is from Reaction yield outcomes from USPTO patents with 853,638 reactions. The task is: Predict the reaction yield, written as a fraction of the theoretical maximum amount of product (1.0 means a 100% yield; for example, 0.34 means a 34% yield). (1) The reactants are [C:1]([O:7][C:8]1[C:9]([CH3:18])=[C:10]2[N:15]([CH:16]=1)[N:14]=[CH:13][N:12]=[C:11]2Cl)(=[O:6])[C:2]([CH3:5])([CH3:4])[CH3:3].[F:19][C:20]1[CH:21]=[C:22]([NH:27][C:28]([NH:30][C:31](=[O:39])[CH2:32][C:33]2[CH:38]=[CH:37][CH:36]=[CH:35][CH:34]=2)=[S:29])[CH:23]=[CH:24][C:25]=1[OH:26].C(=O)([O-])[O-].[Cs+].[Cs+]. The catalyst is CN(C=O)C. The product is [C:1]([O:7][C:8]1[C:9]([CH3:18])=[C:10]2[N:15]([CH:16]=1)[N:14]=[CH:13][N:12]=[C:11]2[O:26][C:25]1[CH:24]=[CH:23][C:22]([NH:27][C:28]([NH:30][C:31](=[O:39])[CH2:32][C:33]2[CH:34]=[CH:35][CH:36]=[CH:37][CH:38]=2)=[S:29])=[CH:21][C:20]=1[F:19])(=[O:6])[C:2]([CH3:5])([CH3:4])[CH3:3]. The yield is 0.250. (2) The reactants are [CH:1]([N:4]([CH3:28])[C:5]1[C:6]([C:19]2[C:20]([C:24]([F:27])([F:26])[F:25])=[N:21][NH:22][CH:23]=2)=[N:7][C:8]2[C:13]([N:14]=1)=[CH:12][C:11]([C:15]([O:17]C)=[O:16])=[CH:10][CH:9]=2)([CH3:3])[CH3:2].[OH-].[Na+].O. The catalyst is CO. The product is [CH:1]([N:4]([CH3:28])[C:5]1[C:6]([C:19]2[C:20]([C:24]([F:25])([F:26])[F:27])=[N:21][NH:22][CH:23]=2)=[N:7][C:8]2[C:13]([N:14]=1)=[CH:12][C:11]([C:15]([OH:17])=[O:16])=[CH:10][CH:9]=2)([CH3:3])[CH3:2]. The yield is 0.790. (3) The reactants are [NH:1]1[C:11]2[C:6](=[CH:7][CH:8]=[CH:9][CH:10]=2)[C:4](=[O:5])[C:2]1=[O:3].[H-].[Na+].[CH2:14](Br)[C:15]1[CH:20]=[CH:19][CH:18]=[CH:17][CH:16]=1.O. The catalyst is CN(C=O)C. The product is [CH2:14]([N:1]1[C:11]2[C:6](=[CH:7][CH:8]=[CH:9][CH:10]=2)[C:4](=[O:5])[C:2]1=[O:3])[C:15]1[CH:20]=[CH:19][CH:18]=[CH:17][CH:16]=1. The yield is 0.850. (4) The reactants are [CH3:1][CH:2]1[CH2:7][CH2:6][C:5](=O)[CH2:4][CH2:3]1.[C:9]([O:13][C:14]([CH3:17])([CH3:16])[CH3:15])(=[O:12])[NH:10][NH2:11]. The catalyst is CCCCCC. The product is [CH3:1][CH:2]1[CH2:7][CH2:6][C:5](=[N:11][NH:10][C:9]([O:13][C:14]([CH3:17])([CH3:16])[CH3:15])=[O:12])[CH2:4][CH2:3]1. The yield is 0.890. (5) The reactants are [O-][CH2:2]C.[Na+].[NH2:5][C:6]1[CH:11]=[C:10]([O:12][CH2:13][C:14]2[CH:19]=[CH:18][CH:17]=[CH:16][CH:15]=2)[C:9]([O:20][CH3:21])=[CH:8][C:7]=1[C:22](=[O:24])[CH3:23].C(OCC)=O.Cl. The catalyst is COCCOC.O. The product is [CH2:13]([O:12][C:10]1[CH:11]=[C:6]2[C:7]([C:22]([OH:24])=[CH:23][CH:2]=[N:5]2)=[CH:8][C:9]=1[O:20][CH3:21])[C:14]1[CH:19]=[CH:18][CH:17]=[CH:16][CH:15]=1. The yield is 0.720.